This data is from Full USPTO retrosynthesis dataset with 1.9M reactions from patents (1976-2016). The task is: Predict the reactants needed to synthesize the given product. (1) Given the product [N+:1]([C:4]1[CH:9]=[CH:8][C:7]([C:10]2[NH:12][N:13]=[C:14]([CH2:15][CH2:16][C:17]([O:19][C:20]([CH3:23])([CH3:22])[CH3:21])=[O:18])[N:11]=2)=[CH:6][CH:5]=1)([O-:3])=[O:2], predict the reactants needed to synthesize it. The reactants are: [N+:1]([C:4]1[CH:9]=[CH:8][C:7]([C:10]([NH:12][NH:13][C:14](=O)[CH2:15][CH2:16][C:17]([O:19][C:20]([CH3:23])([CH3:22])[CH3:21])=[O:18])=[NH:11])=[CH:6][CH:5]=1)([O-:3])=[O:2]. (2) Given the product [F:19][C:13]1[C:12]([C:24]([OH:20])([CH3:23])[CH3:5])=[CH:11][CH:18]=[CH:17][C:14]=1[C:15]#[N:16], predict the reactants needed to synthesize it. The reactants are: [Cl-].[Ce+3].[Cl-].[Cl-].[CH3:5][Mg]Cl.C([C:11]1[CH:18]=[CH:17][C:14]([C:15]#[N:16])=[C:13]([F:19])[CH:12]=1)(=O)C.[O:20]1[CH2:24][CH2:23]CC1. (3) Given the product [CH2:1]([N:4]1[CH2:5][C@@H:6]2[C@@:7]([C:9]3[CH:14]=[CH:13][CH:12]=[C:11]([Br:15])[CH:10]=3)([N:16]=[C:28]([NH:27][C:19](=[O:26])[C:20]3[CH:21]=[CH:22][CH:23]=[CH:24][CH:25]=3)[S:29][CH2:17]2)[CH2:8]1)[CH:2]=[CH2:3], predict the reactants needed to synthesize it. The reactants are: [CH2:1]([N:4]1[CH2:8][C@@:7]([NH2:16])([C:9]2[CH:14]=[CH:13][CH:12]=[C:11]([Br:15])[CH:10]=2)[C@H:6]([CH2:17]O)[CH2:5]1)[CH:2]=[CH2:3].[C:19]([N:27]=[C:28]=[S:29])(=[O:26])[C:20]1[CH:25]=[CH:24][CH:23]=[CH:22][CH:21]=1.C(N1C=CN=C1)(N1C=CN=C1)=O.